Dataset: NCI-60 drug combinations with 297,098 pairs across 59 cell lines. Task: Regression. Given two drug SMILES strings and cell line genomic features, predict the synergy score measuring deviation from expected non-interaction effect. Drug 2: COC1=C(C=C2C(=C1)N=CN=C2NC3=CC(=C(C=C3)F)Cl)OCCCN4CCOCC4. Drug 1: CC12CCC(CC1=CCC3C2CCC4(C3CC=C4C5=CN=CC=C5)C)O. Cell line: ACHN. Synergy scores: CSS=38.1, Synergy_ZIP=-4.15, Synergy_Bliss=-10.6, Synergy_Loewe=-20.7, Synergy_HSA=-10.4.